From a dataset of Forward reaction prediction with 1.9M reactions from USPTO patents (1976-2016). Predict the product of the given reaction. (1) Given the reactants [NH2:1][C:2]1[CH:3]=[N:4][C:5]2[C:10]([C:11]=1[NH:12][CH2:13][C:14]([CH3:17])([OH:16])[CH3:15])=[CH:9][CH:8]=[C:7]([Br:18])[CH:6]=2.[CH2:19]([O:21][CH2:22][C:23](Cl)=[O:24])[CH3:20], predict the reaction product. The product is: [Br:18][C:7]1[CH:6]=[C:5]2[C:10]([C:11]([NH:12][CH2:13][C:14]([OH:16])([CH3:15])[CH3:17])=[C:2]([NH:1][C:23](=[O:24])[CH2:22][O:21][CH2:19][CH3:20])[CH:3]=[N:4]2)=[CH:9][CH:8]=1. (2) Given the reactants F[C:2]1[CH:7]=[CH:6][C:5]([N+:8]([O-:10])=[O:9])=[CH:4][C:3]=1[C:11]1[O:12][C:13]2[CH:19]=[CH:18][C:17]([C:20]3[CH:25]=[CH:24][CH:23]=[CH:22][CH:21]=3)=[CH:16][C:14]=2[N:15]=1, predict the reaction product. The product is: [N+:8]([C:5]1[CH:6]=[CH:7][C:2]([O:12][CH2:11][CH2:3][CH3:2])=[C:3]([C:11]2[O:12][C:13]3[CH:19]=[CH:18][C:17]([C:20]4[CH:25]=[CH:24][CH:23]=[CH:22][CH:21]=4)=[CH:16][C:14]=3[N:15]=2)[CH:4]=1)([O-:10])=[O:9]. (3) Given the reactants C[O:2][C:3](=[O:31])[C:4]1[CH:9]=[CH:8][CH:7]=[C:6]([C:10]#[C:11][C:12]2[C:20]3[C:15](=[N:16][CH:17]=[C:18]([C:21]4[CH:26]=[CH:25][C:24]([O:27][CH3:28])=[C:23]([O:29][CH3:30])[CH:22]=4)[CH:19]=3)[NH:14][CH:13]=2)[CH:5]=1.CO, predict the reaction product. The product is: [CH3:30][O:29][C:23]1[CH:22]=[C:21]([C:18]2[CH:19]=[C:20]3[C:12]([C:11]#[C:10][C:6]4[CH:5]=[C:4]([CH:9]=[CH:8][CH:7]=4)[C:3]([OH:31])=[O:2])=[CH:13][NH:14][C:15]3=[N:16][CH:17]=2)[CH:26]=[CH:25][C:24]=1[O:27][CH3:28]. (4) Given the reactants [Cl:1][C:2]1[CH:7]=[CH:6][C:5]([C:8]2[C:17]3[C:12](=[CH:13][CH:14]=[C:15]([C:18](O)=[O:19])[CH:16]=3)[CH:11]=[N:10][CH:9]=2)=[CH:4][CH:3]=1.C(N(CC)C(C)C)(C)C.F[P-](F)(F)(F)(F)F.N1(OC(N(C)C)=[N+](C)C)C2N=CC=CC=2N=N1.[N:54]1[CH:59]=[CH:58][CH:57]=[C:56]([CH2:60][NH2:61])[CH:55]=1, predict the reaction product. The product is: [Cl:1][C:2]1[CH:7]=[CH:6][C:5]([C:8]2[C:17]3[C:12](=[CH:13][CH:14]=[C:15]([C:18]([NH:61][CH2:60][C:56]4[CH:55]=[N:54][CH:59]=[CH:58][CH:57]=4)=[O:19])[CH:16]=3)[CH:11]=[N:10][CH:9]=2)=[CH:4][CH:3]=1. (5) Given the reactants C(OC(=O)[NH:7][C:8]1[CH:13]=[C:12]([CH3:14])[C:11]([O:15][CH2:16][CH3:17])=[CH:10][C:9]=1[CH3:18])(C)(C)C.[F:20][C:21]([F:26])([F:25])[C:22]([OH:24])=[O:23], predict the reaction product. The product is: [CH2:16]([O:15][C:11]1[C:12]([CH3:14])=[CH:13][C:8]([NH2:7])=[C:9]([CH3:18])[CH:10]=1)[CH3:17].[C:22]([OH:24])([C:21]([F:26])([F:25])[F:20])=[O:23]. (6) Given the reactants [Cl:1][C:2]1[CH:7]=[CH:6][C:5]([NH:8][C:9]([C:11]2[CH:21]=[CH:20][C:14]([C:15](=[NH:19])OCC)=[CH:13][CH:12]=2)=[O:10])=[CH:4][C:3]=1[C:22]1[CH:27]=[CH:26][CH:25]=[CH:24][N:23]=1.[NH:28]1[CH2:32][CH2:31][CH2:30][CH2:29]1, predict the reaction product. The product is: [Cl:1][C:2]1[CH:7]=[CH:6][C:5]([NH:8][C:9](=[O:10])[C:11]2[CH:12]=[CH:13][C:14]([C:15](=[NH:19])[N:28]3[CH2:32][CH2:31][CH2:30][CH2:29]3)=[CH:20][CH:21]=2)=[CH:4][C:3]=1[C:22]1[CH:27]=[CH:26][CH:25]=[CH:24][N:23]=1. (7) Given the reactants CCN(C(C)C)C(C)C.[Cl:10][C:11]1[C:12]([C:30]2[CH:31]=[N:32][N:33]3[CH:38]=[CH:37][CH:36]=[CH:35][C:34]=23)=[N:13][C:14]([NH:17][C:18]2[CH:23]=[C:22]([N+:24]([O-:26])=[O:25])[C:21](F)=[CH:20][C:19]=2[O:28][CH3:29])=[N:15][CH:16]=1.[CH3:39][N:40]([CH3:50])[C:41](=[O:49])[CH2:42][N:43]1[CH2:48][CH2:47][NH:46][CH2:45][CH2:44]1, predict the reaction product. The product is: [Cl:10][C:11]1[C:12]([C:30]2[CH:31]=[N:32][N:33]3[CH:38]=[CH:37][CH:36]=[CH:35][C:34]=23)=[N:13][C:14]([NH:17][C:18]2[C:19]([O:28][CH3:29])=[CH:20][C:21]([N:46]3[CH2:45][CH2:44][N:43]([CH2:42][C:41]([N:40]([CH3:50])[CH3:39])=[O:49])[CH2:48][CH2:47]3)=[C:22]([N+:24]([O-:26])=[O:25])[CH:23]=2)=[N:15][CH:16]=1.